Dataset: Experimentally validated miRNA-target interactions with 360,000+ pairs, plus equal number of negative samples. Task: Binary Classification. Given a miRNA mature sequence and a target amino acid sequence, predict their likelihood of interaction. (1) The miRNA is hsa-miR-5580-3p with sequence CACAUAUGAAGUGAGCCAGCAC. The protein sequence of the target gene is MRGAGPSPRQSPRTLRPDPGPAMSFFRRKVKGKEQEKTSDVKSIKASISVHSPQKSTKNHALLEAAGPSHVAINAISANMDSFSSSRTATLKKQPSHMEAAHFGDLGRSCLDYQTQETKSSLSKTLEQVLHDTIVLPYFIQFMELRRMEHLVKFWLEAESFHSTTWSRIRAHSLNTVKQSSLAEPVSPSKKHETTASFLTDSLDKRLEDSGSAQLFMTHSEGIDLNNRTNSTQNHLLLSQECDSAHSLRLEMARAGTHQVSMETQESSSTLTVASRNSPASPLKELSGKLMKSIEQDAVN.... Result: 1 (interaction). (2) The miRNA is hsa-miR-6808-3p with sequence GUGUGACCACCGUUCCUGCAG. The protein sequence of the target gene is MEGGLSAPLSVRLLLFIALPAAGWLTTNAPRPPSTAPQNGIQINVTTLSKSGEESEEQVVLNITYERGQVYVNDLPVNSGVTRISCQTLIVKSENLEKLEEKHYFGIVTVRILVLERPVTYSASSQLIVIQGEVVEIDGRQAQQKNVTEIDILVKNQRVLRYSSYFLPLEESMLYSISQDSDILFTLPDFSKKGTVSSLQTTSHYLMGNVETTVDGNALPGKLPETPLRAEPPSSYKVMCQWMEKLRKALCRFWSSVVPVLFMFLDVMVVGVLGAAGVIAVLKLLFPVCENKGILQVDKM.... Result: 0 (no interaction). (3) The miRNA is hsa-miR-937-3p with sequence AUCCGCGCUCUGACUCUCUGCC. The protein sequence of the target gene is MSSFSRAPQQWATFARIWYLLDGKMQPPGKLAAMASIRLQGLHKPVYHALSDCGDHVVIMNTRHIAFSGNKWEQKVYSSHTGYPGGFRQVTAAQLHLRDPVAIVKLAIYGMLPKNLHRRTMMERLHLFPDEYIPEDILKNLVEELPQPRKIPKRLDEYTQEEIDAFPRLWTPPEDYRL. Result: 0 (no interaction). (4) The miRNA is hsa-miR-2277-5p with sequence AGCGCGGGCUGAGCGCUGCCAGUC. The protein sequence of the target gene is MAYPGYGGAFGNFSGQIPGMQMQMGQPMPGAGPNMFSGGYPGYLGYSDSYSPADDSMWTYFTAVAGQDGEVDAEELQRCLTQSGISGTYAPFSLETCRIMIAMLDRDYTGKMGFNEFKELWAALNAWKQNFMTIDQDQSGTVEHHELSQAIALMGYRLSPQTLAAIVRRYSKNGRIFFDDYVACCVKLRALTDFFRRRDHLQQGIVNFMYEDFLQGTMTI. Result: 0 (no interaction). (5) The miRNA is hsa-miR-3119 with sequence UGGCUUUUAACUUUGAUGGC. The protein sequence of the target gene is MSGQTLTDRIAAAQYSVTGSAVARAVCKATTHEVMGPKKKHLDYLIQATNETNVNIPQMADTLFERATNSSWVVVFKALVTTHHLMVHGNERFIQYLASRNTLFNLSNFLDKSGSHGYDMSTFIRRYSRYLNEKAFSYRQMAFDFARVKKGADGVMRTMAPEKLLKSMPILQGQIDALLEFDVHPNELTNGVINAAFMLLFKDLIKLFACYNDGVINLLEKFFEMKKGQCKDALEIYKRFLTRMTRVSEFLKVAEQVGIDKGDIPDLTQAPSSLMETLEQHLNTLEGKKPGNNEGSGAPS.... Result: 0 (no interaction).